This data is from Reaction yield outcomes from USPTO patents with 853,638 reactions. The task is: Predict the reaction yield, written as a fraction of the theoretical maximum amount of product (1.0 means a 100% yield; for example, 0.34 means a 34% yield). (1) The reactants are Cl.[OH:2][C:3]1[C:12]([CH3:13])=[C:11]2[C:6]([C:7](=[O:20])[C:8]([CH3:19])=[C:9]([C@H:14]3[CH2:18][CH2:17][CH2:16][NH:15]3)[O:10]2)=[CH:5][CH:4]=1.C(N(CC)CC)C.Br[CH2:29][CH2:30][O:31][CH:32]1[CH2:37][CH2:36][CH2:35][CH2:34][O:33]1. The catalyst is CN(C)C=O. The product is [OH:2][C:3]1[C:12]([CH3:13])=[C:11]2[C:6]([C:7](=[O:20])[C:8]([CH3:19])=[C:9]([C@H:14]3[CH2:18][CH2:17][CH2:16][N:15]3[CH2:29][CH2:30][O:31][CH:32]3[CH2:37][CH2:36][CH2:35][CH2:34][O:33]3)[O:10]2)=[CH:5][CH:4]=1. The yield is 0.740. (2) The reactants are Br[C:2]1[C:3]([Cl:10])=[N:4][CH:5]=[C:6]([O:8][CH3:9])[CH:7]=1.[CH3:11][C:12]1[CH:17]=[CH:16][C:15]([N:18]2[CH2:23][CH2:22][NH:21][CH2:20][CH2:19]2)=[CH:14][CH:13]=1.C1C=CC(P(C2C(C3C(P(C4C=CC=CC=4)C4C=CC=CC=4)=CC=C4C=3C=CC=C4)=C3C(C=CC=C3)=CC=2)C2C=CC=CC=2)=CC=1.CC(C)([O-])C.[Na+]. The catalyst is C([O-])(=O)C.[Pd+2].C([O-])(=O)C.C1(C)C=CC=CC=1. The product is [Cl:10][C:3]1[C:2]([N:21]2[CH2:22][CH2:23][N:18]([C:15]3[CH:16]=[CH:17][C:12]([CH3:11])=[CH:13][CH:14]=3)[CH2:19][CH2:20]2)=[CH:7][C:6]([O:8][CH3:9])=[CH:5][N:4]=1. The yield is 0.750. (3) The reactants are [C:1]([O:5][C:6]([N:8]1[C:16]2[CH:15]=[C:14](Cl)[N:13]=[CH:12][C:11]=2[CH:10]=[C:9]1[C:18]1[CH:19]=[N:20][N:21]([C:23]([O:25][C:26]([CH3:29])([CH3:28])[CH3:27])=[O:24])[CH:22]=1)=[O:7])([CH3:4])([CH3:3])[CH3:2].[O:30]1[CH2:35][CH2:34][N:33]([CH2:36][C:37]2[CH:43]=[CH:42][C:40]([NH2:41])=[CH:39][CH:38]=2)[CH2:32][CH2:31]1.C(OC(N1C=C(C2N(C(OC(C)(C)C)=O)C3C=C(NC4C=CC(C(=O)N(C)C)=CC=4)N=CC=3C=2)C=N1)=O)(C)(C)C. No catalyst specified. The product is [C:26]([O:25][C:23]([N:21]1[CH:22]=[C:18]([C:9]2[N:8]([C:6]([O:5][C:1]([CH3:4])([CH3:3])[CH3:2])=[O:7])[C:16]3[CH:15]=[C:14]([NH:41][C:40]4[CH:39]=[CH:38][C:37]([CH2:36][N:33]5[CH2:32][CH2:31][O:30][CH2:35][CH2:34]5)=[CH:43][CH:42]=4)[N:13]=[CH:12][C:11]=3[CH:10]=2)[CH:19]=[N:20]1)=[O:24])([CH3:29])([CH3:28])[CH3:27]. The yield is 0.190.